Dataset: Forward reaction prediction with 1.9M reactions from USPTO patents (1976-2016). Task: Predict the product of the given reaction. (1) Given the reactants [N:1]([C:4]1[CH:19]=[C:18]([Br:20])[CH:17]=[CH:16][C:5]=1[C:6]([NH:8][C:9]1[CH:14]=[CH:13][C:12]([F:15])=[CH:11][CH:10]=1)=O)=[N+]=[N-].O=P(Cl)(Cl)[Cl:23], predict the reaction product. The product is: [Br:20][C:18]1[CH:17]=[CH:16][C:5]2[C:4]([CH:19]=1)=[N:1][N:8]([C:9]1[CH:14]=[CH:13][C:12]([F:15])=[CH:11][CH:10]=1)[C:6]=2[Cl:23]. (2) Given the reactants [Cl:1][C:2]1[N:7]=[N:6][C:5]([NH2:8])=[CH:4][C:3]=1[C:9]1[CH:14]=[CH:13][CH:12]=[CH:11][CH:10]=1.C([O-])(O)=O.[Na+].[Br:20]Br, predict the reaction product. The product is: [Br:20][C:4]1[C:3]([C:9]2[CH:14]=[CH:13][CH:12]=[CH:11][CH:10]=2)=[C:2]([Cl:1])[N:7]=[N:6][C:5]=1[NH2:8]. (3) Given the reactants [CH3:1][O:2][C:3]1[CH:12]=[CH:11][C:10]2[NH:9][C:8](=[O:13])[C:7]3[S:14][CH:15]=[CH:16][C:6]=3[C:5]=2[C:4]=1[C:17]1[CH:32]=[CH:31][C:20]([CH2:21][CH2:22][NH:23]C(=O)OC(C)(C)C)=[CH:19][CH:18]=1.C(O)(C(F)(F)F)=O, predict the reaction product. The product is: [NH2:23][CH2:22][CH2:21][C:20]1[CH:19]=[CH:18][C:17]([C:4]2[C:5]3[C:6]4[CH:16]=[CH:15][S:14][C:7]=4[C:8](=[O:13])[NH:9][C:10]=3[CH:11]=[CH:12][C:3]=2[O:2][CH3:1])=[CH:32][CH:31]=1. (4) Given the reactants [Br:1][C:2]1[CH:7]=[C:6]([F:8])[CH:5]=[CH:4][C:3]=1[CH:9]1[C:14]([C:15]([O:17][CH2:18][CH3:19])=[O:16])=[C:13]([CH2:20]Br)[NH:12][C:11]([C:22]2[S:23][CH:24]=[CH:25][N:26]=2)=[N:10]1.Cl.[NH:28]1[CH2:33][CH2:32][O:31][CH:30]([CH2:34][C:35]([OH:37])=[O:36])[CH2:29]1, predict the reaction product. The product is: [Br:1][C:2]1[CH:7]=[C:6]([F:8])[CH:5]=[CH:4][C:3]=1[CH:9]1[N:10]=[C:11]([C:22]2[S:23][CH:24]=[CH:25][N:26]=2)[NH:12][C:13]([CH2:20][N:28]2[CH2:33][CH2:32][O:31][CH:30]([CH2:34][C:35]([OH:37])=[O:36])[CH2:29]2)=[C:14]1[C:15]([O:17][CH2:18][CH3:19])=[O:16]. (5) Given the reactants [CH2:1]1[C:9]2[C:4](=[CH:5][CH:6]=[CH:7][CH:8]=2)[CH2:3][CH:2]1[NH:10][C:11]1[N:12]=[CH:13][C:14]2[CH2:20][N:19]([C:21]([C:23]3[CH:24]=[N:25][C:26]([C:29]#[C:30][Si](C)(C)C)=[CH:27][CH:28]=3)=[O:22])[CH2:18][CH2:17][C:15]=2[N:16]=1, predict the reaction product. The product is: [C:29]([C:26]1[N:25]=[CH:24][C:23]([C:21]([N:19]2[CH2:18][CH2:17][C:15]3[N:16]=[C:11]([NH:10][CH:2]4[CH2:1][C:9]5[C:4](=[CH:5][CH:6]=[CH:7][CH:8]=5)[CH2:3]4)[N:12]=[CH:13][C:14]=3[CH2:20]2)=[O:22])=[CH:28][CH:27]=1)#[CH:30]. (6) Given the reactants [F:1][C:2]1[CH:17]=[C:16](F)[C:15]([F:19])=[CH:14][C:3]=1[C:4]([O:6][C:7]1[CH:12]=[CH:11][C:10]([CH3:13])=[CH:9][CH:8]=1)=[O:5].C(=O)([O-])[O-].[K+].[K+].[Cl:26][C:27]1[CH:28]=[C:29]([OH:37])[CH:30]=[N:31][C:32]=1[O:33][CH:34]([CH3:36])[CH3:35], predict the reaction product. The product is: [Cl:26][C:27]1[CH:28]=[C:29]([O:37][C:16]2[C:15]([F:19])=[CH:14][C:3]([C:4]([O:6][C:7]3[CH:12]=[CH:11][C:10]([CH3:13])=[CH:9][CH:8]=3)=[O:5])=[C:2]([F:1])[CH:17]=2)[CH:30]=[N:31][C:32]=1[O:33][CH:34]([CH3:35])[CH3:36]. (7) Given the reactants [CH3:1][O:2][C:3]1[C:12]([O:13][CH3:14])=[C:11]([O:15][CH3:16])[CH:10]=[C:9]2[C:4]=1[C:5](=O)[N:6]=[CH:7][NH:8]2.O=P(Cl)(Cl)[Cl:20], predict the reaction product. The product is: [Cl:20][C:5]1[C:4]2[C:9](=[CH:10][C:11]([O:15][CH3:16])=[C:12]([O:13][CH3:14])[C:3]=2[O:2][CH3:1])[N:8]=[CH:7][N:6]=1. (8) Given the reactants [NH2:1][C:2]1[CH:15]=[CH:14][C:13]([N+:16]([O-:18])=[O:17])=[CH:12][C:3]=1[C:4]([C:6]1[CH:11]=[CH:10][CH:9]=[CH:8][CH:7]=1)=O.NS(O)(=O)=O.[C:24]([O:30][CH3:31])(=[O:29])[CH2:25][C:26]([CH3:28])=O, predict the reaction product. The product is: [CH3:28][C:26]1[C:25]([C:24]([O:30][CH3:31])=[O:29])=[C:4]([C:6]2[CH:11]=[CH:10][CH:9]=[CH:8][CH:7]=2)[C:3]2[C:2](=[CH:15][CH:14]=[C:13]([N+:16]([O-:18])=[O:17])[CH:12]=2)[N:1]=1. (9) Given the reactants [CH3:1][N:2]1[CH2:11][CH2:10][CH:9]2[C:4](=[C:5]([N+:13]([O-])=O)[CH:6]=[CH:7][CH:8]2[Br:12])[CH2:3]1.C1C[O:19][CH2:18][CH2:17]1, predict the reaction product. The product is: [Br:12][C:8]1[CH:7]=[CH:6][C:5]([NH:13][C:18](=[O:19])[CH3:17])=[C:4]2[C:9]=1[CH2:10][CH2:11][N:2]([CH3:1])[CH2:3]2. (10) Given the reactants C([O-])([O-])=O.[K+].[K+].[C:7]1([CH2:13][S:14](Cl)(=[O:16])=[O:15])[CH:12]=[CH:11][CH:10]=[CH:9][CH:8]=1.Br.[Br:19][CH2:20][CH2:21][NH2:22].O, predict the reaction product. The product is: [Br:19][CH2:20][CH2:21][NH:22][S:14]([CH2:13][C:7]1[CH:12]=[CH:11][CH:10]=[CH:9][CH:8]=1)(=[O:16])=[O:15].